Dataset: Experimentally validated miRNA-target interactions with 360,000+ pairs, plus equal number of negative samples. Task: Binary Classification. Given a miRNA mature sequence and a target amino acid sequence, predict their likelihood of interaction. (1) The miRNA is hsa-miR-4682 with sequence UCUGAGUUCCUGGAGCCUGGUCU. The protein sequence of the target gene is MSETSFNLISEKCDILSILRDHPENRIYRRKIEELSKRFTAIRKTKGDGNCFYRALGYSYLESLLGKSREIFKFKERVLQTPNDLLAAGFEEHKFRNFFNAFYSVVELVEKDGSVSSLLKVFNDQSASDHIVQFLRLLTSAFIRNRADFFRHFIDEEMDIKDFCTHEVEPMATECDHIQITALSQALSIALQVEYVDEMDTALNHHVFPEAATPSVYLLYKTSHYNILYAADKH. Result: 1 (interaction). (2) The miRNA is hsa-miR-4497 with sequence CUCCGGGACGGCUGGGC. The protein sequence of the target gene is MKGGTSKFKTHTETLYKKKKWSSVSEKRPQKCPSQCLESKQPQVSVLGKRRRASQTPAQETLESEWPQKAKRKKRRREPQTPAQETLESEWPQKAKKKKRRGEPQTPTQESLESEQPPVSLLGKRRRESQTPAQENSESEQPRKAKRRRKKRKGSQQPTSSLLKTPETFLKAKKTTSAHKKKKNSVLEVDMETGIILVDKENMENLLETSRKDVDIVYVDMSKGQRSAKVRETGELPAAKPQEHGCRELLGDVRSRKKQKHLQKVAPWDVVQGSQPESISLPPSEPLSSEDLEGKSTEAA.... Result: 0 (no interaction).